This data is from Acute oral toxicity (LD50) regression data from Zhu et al.. The task is: Regression/Classification. Given a drug SMILES string, predict its toxicity properties. Task type varies by dataset: regression for continuous values (e.g., LD50, hERG inhibition percentage) or binary classification for toxic/non-toxic outcomes (e.g., AMES mutagenicity, cardiotoxicity, hepatotoxicity). Dataset: ld50_zhu. (1) The compound is CN(C)c1ccncc1. The rat oral LD50 is 2.69, given as -log10 of the dose in mol/kg body weight (higher means more acutely toxic). (2) The compound is O=[N+]([O-])c1c[nH]cn1. The rat oral LD50 is 2.27, given as -log10 of the dose in mol/kg body weight (higher means more acutely toxic). (3) The molecule is Cc1cc(C)cc(O)c1. The rat oral LD50 is 2.30, given as -log10 of the dose in mol/kg body weight (higher means more acutely toxic). (4) The compound is C[Si](C)(C)OP(=O)(O[Si](C)(C)C)O[Si](C)(C)C. The rat oral LD50 is 1.96, given as -log10 of the dose in mol/kg body weight (higher means more acutely toxic).